Dataset: Full USPTO retrosynthesis dataset with 1.9M reactions from patents (1976-2016). Task: Predict the reactants needed to synthesize the given product. Given the product [CH3:65][C:63]([Si:66]([CH3:79])([CH3:78])[O:67][CH2:68][C:69]1[CH:70]=[C:71]([C:2]2[CH:7]=[C:6]([O:8][CH3:9])[CH:5]=[C:4]([CH2:10][NH:11][C:12](=[O:18])[O:13][C:14]([CH3:17])([CH3:16])[CH3:15])[CH:3]=2)[CH:72]=[CH:73][CH:74]=1)([CH3:62])[CH3:64], predict the reactants needed to synthesize it. The reactants are: Br[C:2]1[CH:3]=[C:4]([CH2:10][NH:11][C:12](=[O:18])[O:13][C:14]([CH3:17])([CH3:16])[CH3:15])[CH:5]=[C:6]([O:8][CH3:9])[CH:7]=1.C1(P(C2CCCCC2)C2C=CC3C(=CC=CC=3)C=2C2C3C(=CC=CC=3)C=CC=2OC)CCCCC1.[O-]P([O-])([O-])=O.[K+].[K+].[K+].[CH3:62][C:63]([Si:66]([CH3:79])([CH3:78])[O:67][CH2:68][C:69]1[CH:70]=[C:71](B(O)O)[CH:72]=[CH:73][CH:74]=1)([CH3:65])[CH3:64].